This data is from Full USPTO retrosynthesis dataset with 1.9M reactions from patents (1976-2016). The task is: Predict the reactants needed to synthesize the given product. (1) The reactants are: [F:1][C:2]1[CH:7]=[C:6]([F:8])[CH:5]=[CH:4][C:3]=1[CH:9]([C:11]1[CH:12]=[N:13][C:14]([O:17]C)=[CH:15][CH:16]=1)O.[I-].[Na+].C([SiH](CC)CC)C.C(O)(C(F)(F)F)=O.C[Si](Cl)(C)C.[O-]S([O-])=O.[Na+].[Na+]. Given the product [F:1][C:2]1[CH:7]=[C:6]([F:8])[CH:5]=[CH:4][C:3]=1[CH2:9][C:11]1[CH:16]=[CH:15][C:14](=[O:17])[NH:13][CH:12]=1, predict the reactants needed to synthesize it. (2) Given the product [CH2:1]([S:21][C:26]1([C:29]([O:31][CH2:32][CH3:33])=[O:30])[CH2:27][CH2:28][CH2:25]1)[CH2:2][CH2:3][CH2:4]/[CH:5]=[CH:6]\[CH2:7]/[CH:8]=[CH:9]\[CH2:10]/[CH:11]=[CH:12]\[CH2:13]/[CH:14]=[CH:15]\[CH2:16]/[CH:17]=[CH:18]\[CH2:19][CH3:20], predict the reactants needed to synthesize it. The reactants are: [CH2:1]([SH:21])[CH2:2][CH2:3][CH2:4]/[CH:5]=[CH:6]\[CH2:7]/[CH:8]=[CH:9]\[CH2:10]/[CH:11]=[CH:12]\[CH2:13]/[CH:14]=[CH:15]\[CH2:16]/[CH:17]=[CH:18]\[CH2:19][CH3:20].[H-].[Na+].Br[CH:25]1[CH2:28][CH2:27][CH:26]1[C:29]([O:31][CH2:32][CH3:33])=[O:30]. (3) Given the product [ClH:1].[C:2]([C:4]1([CH2:17][O:18][C:19]2[C:20]([CH:30]3[CH2:31][CH2:32]3)=[CH:21][C:22]([C:26]([O:28][CH3:29])=[O:27])=[C:23]([F:25])[CH:24]=2)[CH2:9][CH2:8][NH:7][CH2:6][CH2:5]1)#[N:3], predict the reactants needed to synthesize it. The reactants are: [ClH:1].[C:2]([C:4]1([CH2:17][O:18][C:19]2[CH:24]=[C:23]([F:25])[C:22]([C:26]([O:28][CH3:29])=[O:27])=[CH:21][C:20]=2[CH:30]2[CH2:32][CH2:31]2)[CH2:9][CH2:8][N:7](C(OC(C)(C)C)=O)[CH2:6][CH2:5]1)#[N:3].